Dataset: Catalyst prediction with 721,799 reactions and 888 catalyst types from USPTO. Task: Predict which catalyst facilitates the given reaction. (1) Reactant: Cl[C:2]1[C:7]([N+:8]([O-:10])=[O:9])=[CH:6][C:5]([N+:11]([O-:13])=[O:12])=[CH:4][C:3]=1[C:14]([F:17])([F:16])[F:15].NCC[N:21]1[CH2:26][CH2:25][O:24][CH2:23][CH2:22]1.[CH2:27]([N:29](CC)CC)[CH3:28].O. Product: [CH2:27]([N:29]([N:21]1[CH2:22][CH2:23][O:24][CH2:25][CH2:26]1)[C:2]1[C:3]([C:14]([F:17])([F:16])[F:15])=[CH:4][C:5]([N+:11]([O-:13])=[O:12])=[CH:6][C:7]=1[N+:8]([O-:10])=[O:9])[CH3:28]. The catalyst class is: 4. (2) Reactant: [C:1]1(=O)[CH2:6][CH2:5][CH2:4][CH2:3][CH2:2]1.FC(F)(F)C(O)=O.[CH3:15][N:16]([CH2:18][CH2:19][N:20]1[C:28]2[C:23](=[CH:24][CH:25]=[C:26]([C:29]3[CH:30]=[N:31][CH:32]=[CH:33][CH:34]=3)[CH:27]=2)[CH:22]=[CH:21]1)[CH3:17]. Product: [C:1]1([C:22]2[C:23]3[C:28](=[CH:27][C:26]([C:29]4[CH:30]=[N:31][CH:32]=[CH:33][CH:34]=4)=[CH:25][CH:24]=3)[N:20]([CH2:19][CH2:18][N:16]([CH3:17])[CH3:15])[CH:21]=2)[CH2:6][CH2:5][CH2:4][CH2:3][CH:2]=1. The catalyst class is: 15.